This data is from Forward reaction prediction with 1.9M reactions from USPTO patents (1976-2016). The task is: Predict the product of the given reaction. (1) The product is: [Cl:1][C:2]1[C:11]2[C:10]([O:12][CH3:13])=[CH:9][CH:8]=[C:7]([S:15]([OH:17])(=[O:16])=[O:14])[C:6]=2[CH:5]=[CH:4][N:3]=1. Given the reactants [Cl:1][C:2]1[C:11]2[C:6](=[CH:7][CH:8]=[CH:9][C:10]=2[O:12][CH3:13])[CH:5]=[CH:4][N:3]=1.[OH:14][S:15](O)(=[O:17])=[O:16], predict the reaction product. (2) Given the reactants [NH2:1][C:2]1[C:3]([C:20]([NH:22][NH2:23])=[O:21])=[N:4][C:5]([C:8]2[CH:13]=[CH:12][C:11]([S:14]([CH:17]([CH3:19])[CH3:18])(=[O:16])=[O:15])=[CH:10][CH:9]=2)=[CH:6][N:7]=1.CCN(CC)CC.Cl[C:32](=[O:38])[C:33]([O:35][CH2:36][CH3:37])=[O:34], predict the reaction product. The product is: [NH2:1][C:2]1[C:3]([C:20]([NH:22][NH:23][C:32](=[O:38])[C:33]([O:35][CH2:36][CH3:37])=[O:34])=[O:21])=[N:4][C:5]([C:8]2[CH:9]=[CH:10][C:11]([S:14]([CH:17]([CH3:19])[CH3:18])(=[O:15])=[O:16])=[CH:12][CH:13]=2)=[CH:6][N:7]=1. (3) Given the reactants [Cl:1][C:2]1[CH:3]=[C:4]([C:8]2[C:13]3[N:14]([CH2:27][C@H:28]4[CH2:33][CH2:32][C@H:31]([CH3:34])[CH2:30][CH2:29]4)[C:15]([N:17]4[CH2:21][C@H:20]([O:22][CH3:23])[CH2:19][C@H:18]4[CH:24]([CH3:26])[CH3:25])=[N:16][C:12]=3[CH:11]=[C:10]([C:35](=[N:37][OH:38])[NH2:36])[N:9]=2)[CH:5]=[N:6][CH:7]=1.[C:39](N1C=CN=C1)(N1C=CN=C1)=[O:40].N12CCCN=C1CCCCC2, predict the reaction product. The product is: [Cl:1][C:2]1[CH:3]=[C:4]([C:8]2[N:9]=[C:10]([C:35]3[NH:36][C:39](=[O:40])[O:38][N:37]=3)[CH:11]=[C:12]3[N:16]=[C:15]([N:17]4[CH2:21][C@H:20]([O:22][CH3:23])[CH2:19][C@H:18]4[CH:24]([CH3:25])[CH3:26])[N:14]([CH2:27][C@H:28]4[CH2:33][CH2:32][C@H:31]([CH3:34])[CH2:30][CH2:29]4)[C:13]=23)[CH:5]=[N:6][CH:7]=1. (4) The product is: [Cl:17][C:18]1[CH:25]=[C:24]([N:26]([CH2:9][C:5]2[CH:6]=[CH:7][CH:8]=[C:3]([N:2]([CH3:11])[CH3:1])[CH:4]=2)[C@H:27]2[CH2:31][CH2:30][N:29]([CH2:32][C:33]3[S:34][CH:35]=[CH:36][CH:37]=3)[CH2:28]2)[CH:23]=[CH:22][C:19]=1[C:20]#[N:21]. Given the reactants [CH3:1][N:2]([CH3:11])[C:3]1[CH:4]=[C:5]([CH2:9]O)[CH:6]=[CH:7][CH:8]=1.CS(Cl)(=O)=O.[Cl:17][C:18]1[CH:25]=[C:24]([NH:26][C@H:27]2[CH2:31][CH2:30][N:29]([CH2:32][C:33]3[S:34][CH:35]=[CH:36][CH:37]=3)[CH2:28]2)[CH:23]=[CH:22][C:19]=1[C:20]#[N:21].[H-].[Na+].[NH4+].[Cl-], predict the reaction product. (5) The product is: [I:15][C:16]1[CH:17]=[C:18]([CH:21]=[CH:22][CH:23]=1)[CH2:19][N:47]1[C:43](=[O:49])[CH:44]=[CH:45][C:46]1=[O:48]. Given the reactants CC(OC(/N=N/C(OC(C)C)=O)=O)C.[I:15][C:16]1[CH:17]=[C:18]([CH:21]=[CH:22][CH:23]=1)[CH2:19]O.C1C=CC(P(C2C=CC=CC=2)C2C=CC=CC=2)=CC=1.[C:43]1(=[O:49])[NH:47][C:46](=[O:48])[CH:45]=[CH:44]1, predict the reaction product. (6) Given the reactants Cl[C:2]1[C:3]([CH:8]2[CH2:11][N:10]([C:12]3[CH:21]=[CH:20][C:19]4[C:14](=[CH:15][CH:16]=[CH:17][CH:18]=4)[N:13]=3)[CH2:9]2)=[N:4][CH:5]=[CH:6][N:7]=1.[CH2:22]([Sn](CCCC)(CCCC)C#CC)[CH2:23][CH2:24]C, predict the reaction product. The product is: [C:22]([C:2]1[C:3]([CH:8]2[CH2:11][N:10]([C:12]3[CH:21]=[CH:20][C:19]4[C:14](=[CH:15][CH:16]=[CH:17][CH:18]=4)[N:13]=3)[CH2:9]2)=[N:4][CH:5]=[CH:6][N:7]=1)#[C:23][CH3:24]. (7) Given the reactants [Br:1][C:2]1[CH:7]=[CH:6][C:5]([S:8](Cl)(=[O:10])=[O:9])=[C:4]([CH3:12])[CH:3]=1.[CH3:13][N:14]1[CH2:19][CH2:18][NH:17][CH2:16][CH2:15]1, predict the reaction product. The product is: [Br:1][C:2]1[CH:7]=[CH:6][C:5]([S:8]([N:17]2[CH2:18][CH2:19][N:14]([CH3:13])[CH2:15][CH2:16]2)(=[O:10])=[O:9])=[C:4]([CH3:12])[CH:3]=1. (8) The product is: [Cl:18][C:19]1[N:24]=[C:23]([C:25]2[C:26]([C:27]3[C:36]4[C:31](=[CH:32][CH:33]=[CH:34][CH:35]=4)[N:30]=[CH:29][CH:28]=3)=[C:4]3[CH:5]=[CH:6][CH:7]=[CH:8][N:3]3[N:2]=2)[CH:22]=[CH:21][CH:20]=1. Given the reactants [I-].[NH2:2][N+:3]1[CH:8]=[CH:7][CH:6]=[CH:5][CH:4]=1.C(N(CC)C(C)C)(C)C.[Cl:18][C:19]1[N:24]=[C:23]([C:25](=O)[CH2:26][C:27]2[C:36]3[C:31](=[CH:32][CH:33]=[CH:34][CH:35]=3)[N:30]=[CH:29][CH:28]=2)[CH:22]=[CH:21][CH:20]=1, predict the reaction product. (9) Given the reactants [CH3:1][O:2][C:3]1[C:4]([N+:11]([O-:13])=[O:12])=[C:5]([CH:8]=[CH:9][CH:10]=1)[CH:6]=O.[OH-].[NH4+:15].II.[O-]S([O-])=O.[Na+].[Na+], predict the reaction product. The product is: [CH3:1][O:2][C:3]1[C:4]([N+:11]([O-:13])=[O:12])=[C:5]([CH:8]=[CH:9][CH:10]=1)[C:6]#[N:15].